Dataset: Catalyst prediction with 721,799 reactions and 888 catalyst types from USPTO. Task: Predict which catalyst facilitates the given reaction. (1) Reactant: [NH2:1][C:2]1[C:31]([N+:32]([O-])=O)=[CH:30][C:29]([Cl:35])=[CH:28][C:3]=1[C:4]([O:6][CH2:7][C:8]1([C:21]2[CH:26]=[CH:25][C:24]([F:27])=[CH:23][CH:22]=2)[CH2:13][CH2:12][N:11]([C:14]([O:16][C:17]([CH3:20])([CH3:19])[CH3:18])=[O:15])[CH2:10][CH2:9]1)=[O:5]. Product: [NH2:1][C:2]1[C:31]([NH2:32])=[CH:30][C:29]([Cl:35])=[CH:28][C:3]=1[C:4]([O:6][CH2:7][C:8]1([C:21]2[CH:22]=[CH:23][C:24]([F:27])=[CH:25][CH:26]=2)[CH2:9][CH2:10][N:11]([C:14]([O:16][C:17]([CH3:20])([CH3:19])[CH3:18])=[O:15])[CH2:12][CH2:13]1)=[O:5]. The catalyst class is: 78. (2) Reactant: [H-].[Na+].[CH3:3][CH:4]1[CH2:9][CH2:8][N:7]([C:10]([C:12]2[CH:20]=[CH:19][C:18]3[NH:17][C:16]4[CH2:21][CH2:22][N:23]([C:25]([O:27][C:28]([CH3:31])([CH3:30])[CH3:29])=[O:26])[CH2:24][C:15]=4[C:14]=3[CH:13]=2)=[O:11])[CH2:6][CH2:5]1.Cl[CH2:33][C:34]([N:36]([CH3:38])[CH3:37])=[O:35]. Product: [CH3:37][N:36]([CH3:38])[C:34](=[O:35])[CH2:33][N:17]1[C:18]2[CH:19]=[CH:20][C:12]([C:10]([N:7]3[CH2:8][CH2:9][CH:4]([CH3:3])[CH2:5][CH2:6]3)=[O:11])=[CH:13][C:14]=2[C:15]2[CH2:24][N:23]([C:25]([O:27][C:28]([CH3:30])([CH3:29])[CH3:31])=[O:26])[CH2:22][CH2:21][C:16]1=2. The catalyst class is: 3. (3) Reactant: [OH:1][C:2]1[CH:3]=[C:4]([C:8](=[O:12])[CH2:9][CH2:10][CH3:11])[CH:5]=[CH:6][CH:7]=1.C([O-])([O-])=O.[K+].[K+].Br[CH2:20][CH2:21][CH2:22][C:23]([O:25][CH2:26][CH3:27])=[O:24]. Product: [C:8]([C:4]1[CH:3]=[C:2]([O:1][CH2:20][CH2:21][CH2:22][C:23]([O:25][CH2:26][CH3:27])=[O:24])[CH:7]=[CH:6][CH:5]=1)(=[O:12])[CH2:9][CH2:10][CH3:11]. The catalyst class is: 21. (4) Reactant: [C:1]1([S:7]([C:10]([CH:16]2[CH2:28][CH2:27][C:26]3[C:25]4[C:20](=[CH:21][CH:22]=[C:23]([Cl:29])[CH:24]=4)[NH:19][C:18]=3[CH2:17]2)([F:15])[C:11]([NH:13][CH3:14])=[O:12])(=[O:9])=[O:8])[CH:6]=[CH:5][CH:4]=[CH:3][CH:2]=1.CCN(CC)CC.[C:37]([O:41][C:42](=O)[O:43]C(C)(C)C)([CH3:40])([CH3:39])[CH3:38]. Product: [C:37]([O:41][C:42]([N:19]1[C:18]2[CH2:17][CH:16]([C:10]([S:7]([C:1]3[CH:2]=[CH:3][CH:4]=[CH:5][CH:6]=3)(=[O:8])=[O:9])([F:15])[C:11](=[O:12])[NH:13][CH3:14])[CH2:28][CH2:27][C:26]=2[C:25]2[C:20]1=[CH:21][CH:22]=[C:23]([Cl:29])[CH:24]=2)=[O:43])([CH3:40])([CH3:39])[CH3:38]. The catalyst class is: 64. (5) Reactant: [C:1]([C:5]1[CH:9]=[C:8](/[CH:10]=[CH:11]/[C:12](O)=[O:13])[N:7]([CH2:15][C:16]2[CH:21]=[CH:20][C:19]([C:22]([F:25])([F:24])[F:23])=[CH:18][C:17]=2[Cl:26])[N:6]=1)([CH3:4])([CH3:3])[CH3:2].[CH2:27]([S:32]([NH2:35])(=[O:34])=[O:33])[CH2:28][CH2:29][CH2:30][CH3:31].N12CCCN=C1CCCCC2. Product: [C:1]([C:5]1[CH:9]=[C:8](/[CH:10]=[CH:11]/[C:12]([NH:35][S:32]([CH2:27][CH2:28][CH2:29][CH2:30][CH3:31])(=[O:34])=[O:33])=[O:13])[N:7]([CH2:15][C:16]2[CH:21]=[CH:20][C:19]([C:22]([F:24])([F:23])[F:25])=[CH:18][C:17]=2[Cl:26])[N:6]=1)([CH3:3])([CH3:4])[CH3:2]. The catalyst class is: 9. (6) Reactant: [Br:1][C:2]1[CH:7]=[CH:6][C:5]([OH:8])=[C:4]([O:9][CH3:10])[CH:3]=1.Br[CH2:12][C:13]([NH2:15])=[O:14].C(=O)([O-])[O-].[K+].[K+]. Product: [Br:1][C:2]1[CH:7]=[CH:6][C:5]([O:8][CH2:12][C:13]([NH2:15])=[O:14])=[C:4]([O:9][CH3:10])[CH:3]=1. The catalyst class is: 21. (7) Reactant: Cl[C:2]1[CH:11]=[C:10]([NH:12][C:13]2[CH:18]=[CH:17][C:16]([N:19]3[CH2:24][CH2:23][N:22](C(OC(C)(C)C)=O)[CH2:21][CH2:20]3)=[CH:15][C:14]=2[O:32][CH3:33])[C:9]2[C:8](=[O:34])[NH:7][CH:6]=[CH:5][C:4]=2[N:3]=1.[Br-].[Cl:36][C:37]1[CH:44]=[CH:43][CH:42]=[CH:41][C:38]=1[CH2:39][Zn+].C1(P(C2CCCCC2)C2C=CC=CC=2C2C(C(C)C)=CC(C(C)C)=CC=2C(C)C)CCCCC1. Product: [Cl:36][C:37]1[CH:44]=[CH:43][CH:42]=[CH:41][C:38]=1[CH2:39][C:2]1[CH:11]=[C:10]([NH:12][C:13]2[CH:18]=[CH:17][C:16]([N:19]3[CH2:24][CH2:23][NH:22][CH2:21][CH2:20]3)=[CH:15][C:14]=2[O:32][CH3:33])[C:9]2[C:8](=[O:34])[NH:7][CH:6]=[CH:5][C:4]=2[N:3]=1. The catalyst class is: 7.